From a dataset of Forward reaction prediction with 1.9M reactions from USPTO patents (1976-2016). Predict the product of the given reaction. Given the reactants [Br:1][C:2]1[C:3]([F:10])=[CH:4][C:5](I)=[C:6](C)[CH:7]=1.[CH2:11]([C:14]1[CH:19]=[CH:18][C:17]([C:20]#[CH:21])=[CH:16][CH:15]=1)[CH2:12][CH3:13], predict the reaction product. The product is: [CH2:11]([C:14]1[CH:15]=[CH:16][C:17]([C:20]#[C:21][C:5]2[CH:4]=[C:3]([F:10])[C:2]([Br:1])=[CH:7][CH:6]=2)=[CH:18][CH:19]=1)[CH2:12][CH3:13].